This data is from Forward reaction prediction with 1.9M reactions from USPTO patents (1976-2016). The task is: Predict the product of the given reaction. (1) Given the reactants [CH2:1]([C@@H:8]1[CH2:13][N:12]([CH2:14][C:15]2[CH:20]=[CH:19][CH:18]=[CH:17][CH:16]=2)[CH2:11][CH2:10][N:9]1[C:21]([C:23]1[CH:27]=[C:26]([CH3:28])[N:25]([C:29]2[CH:34]=[CH:33][CH:32]=[C:31]([N:35]3[CH2:40][CH2:39][NH:38][CH2:37][CH2:36]3)[CH:30]=2)[C:24]=1[C:41]1[CH:46]=[CH:45][CH:44]=[CH:43][CH:42]=1)=[O:22])[C:2]1[CH:7]=[CH:6][CH:5]=[CH:4][CH:3]=1.CCN=C=NC[CH2:53][CH2:54]N(C)C.Cl.C1C=CC2N(O)N=[N:65][C:63]=2[CH:64]=1.[C:69](=[O:72])(O)[O-].[Na+].CN(C=[O:78])C, predict the reaction product. The product is: [CH2:1]([C@@H:8]1[CH2:13][N:12]([CH2:14][C:15]2[CH:16]=[CH:17][CH:18]=[CH:19][CH:20]=2)[CH2:11][CH2:10][N:9]1[C:21]([C:23]1[CH:27]=[C:26]([CH3:28])[N:25]([C:29]2[CH:30]=[C:31]([N:35]3[CH2:40][CH2:39][N:38]([C:69](=[O:72])[CH2:53][CH2:54][NH:65][C:63](=[O:78])[CH3:64])[CH2:37][CH2:36]3)[CH:32]=[CH:33][CH:34]=2)[C:24]=1[C:41]1[CH:46]=[CH:45][CH:44]=[CH:43][CH:42]=1)=[O:22])[C:2]1[CH:7]=[CH:6][CH:5]=[CH:4][CH:3]=1. (2) Given the reactants C(OC(NC(OC(=O)CCCCC)[C@H](C)[CH2:11][CH2:12][C:13]1[CH:14]=[CH:15][C:16]2[CH:20]=[CH:19][S:18][C:17]=2[CH:21]=1)=O)(C)(C)C.[OH-:31].[Na+].C[C:34]([CH3:37])([O-])[CH3:35].[K+].O.C[N:41](C)[CH:42]=[O:43], predict the reaction product. The product is: [S:18]1[CH:19]=[CH:20][C:16]2[CH:15]=[CH:14][C:13]([CH2:12][CH2:11][N:41]3[C@H:34]([CH3:37])[CH2:35][O:31][C:42]3=[O:43])=[CH:21][C:17]1=2. (3) Given the reactants [OH:1][CH2:2][CH2:3][CH:4]1[CH2:9][CH2:8][C:7](=[O:10])[CH2:6][CH2:5]1.C(N(CC)CC)C.[S:18](Cl)([CH3:21])(=[O:20])=[O:19].[OH2:23], predict the reaction product. The product is: [S:18]([OH:23])(=[O:20])(=[O:19])[CH3:21].[OH:1][CH2:2][CH2:3][CH:4]1[CH2:9][CH2:8][C:7](=[O:10])[CH2:6][CH2:5]1. (4) The product is: [Cl:1][C:2]1[N:3]=[C:4]([NH:22][CH3:23])[C:5]2[C:10]([C:27]3[CH:28]=[CH:29][N:24]=[CH:25][CH:26]=3)=[CH:9][N:8]([S:12]([C:15]3[CH:21]=[CH:20][C:18]([CH3:19])=[CH:17][CH:16]=3)(=[O:14])=[O:13])[C:6]=2[N:7]=1. Given the reactants [Cl:1][C:2]1[N:3]=[C:4]([NH:22][CH3:23])[C:5]2[C:10](I)=[CH:9][N:8]([S:12]([C:15]3[CH:21]=[CH:20][C:18]([CH3:19])=[CH:17][CH:16]=3)(=[O:14])=[O:13])[C:6]=2[N:7]=1.[N:24]1[CH:29]=[CH:28][C:27](B(O)O)=[CH:26][CH:25]=1.C([O-])([O-])=O.[Na+].[Na+], predict the reaction product. (5) Given the reactants C1C(=O)N(Cl)C(=O)C1.[CH2:9]([O:16][N:17]1[C:23](=[O:24])[N:22]2[CH2:25][CH:18]1[CH2:19][CH2:20][CH:21]2/[CH:26]=[N:27]/[OH:28])[C:10]1[CH:15]=[CH:14][CH:13]=[CH:12][CH:11]=1.[C:29]([Si:31]([CH3:34])([CH3:33])[CH3:32])#[CH:30].CCN(C(C)C)C(C)C, predict the reaction product. The product is: [CH2:9]([O:16][N:17]1[C:23](=[O:24])[N:22]2[CH2:25][C@H:18]1[CH2:19][CH2:20][C@H:21]2[C:26]1[CH:30]=[C:29]([Si:31]([CH3:34])([CH3:33])[CH3:32])[O:28][N:27]=1)[C:10]1[CH:11]=[CH:12][CH:13]=[CH:14][CH:15]=1. (6) Given the reactants [Cl:1][C:2]1[CH:7]=[CH:6][C:5]([C@H:8]([N:12]([C@@H:23]([C:25]2[CH:30]=[CH:29][C:28]([Cl:31])=[CH:27][CH:26]=2)[CH3:24])[C:13](=[O:22])[CH:14]=[CH:15][C:16]2[CH:21]=[CH:20][CH:19]=[CH:18][CH:17]=2)[C:9]([NH2:11])=[O:10])=[CH:4][CH:3]=1.[CH:32]1[CH:37]=[CH:36][C:35]([Se:38]Br)=[CH:34][CH:33]=1.CN(C)C=O, predict the reaction product. The product is: [Cl:1][C:2]1[CH:3]=[CH:4][C:5]([C@@H:8]2[N:12]([C@@H:23]([C:25]3[CH:26]=[CH:27][C:28]([Cl:31])=[CH:29][CH:30]=3)[CH3:24])[C:13](=[O:22])[CH:14]([Se:38][C:35]3[CH:36]=[CH:37][CH:32]=[CH:33][CH:34]=3)[CH:15]([C:16]3[CH:21]=[CH:20][CH:19]=[CH:18][CH:17]=3)[NH:11][C:9]2=[O:10])=[CH:6][CH:7]=1.